From a dataset of Full USPTO retrosynthesis dataset with 1.9M reactions from patents (1976-2016). Predict the reactants needed to synthesize the given product. Given the product [N+:26]([C:29]1[CH:30]=[C:31]2[C:32](=[CH:33][CH:34]=1)[NH:35][C:36]([C:37]([O:39][CH3:40])=[O:38])=[CH:41][C:42]2=[O:44])([O-:28])=[O:27], predict the reactants needed to synthesize it. The reactants are: C1C=CC(C2C=CC=CC=2)=CC=1.C1C=CC(OC2C=CC=CC=2)=CC=1.[N+:26]([C:29]1[CH:34]=[CH:33][C:32]([NH:35][C:36](=[CH:41][C:42]([O:44]C)=O)[C:37]([O:39][CH3:40])=[O:38])=[CH:31][CH:30]=1)([O-:28])=[O:27].